From a dataset of Reaction yield outcomes from USPTO patents with 853,638 reactions. Predict the reaction yield, written as a fraction of the theoretical maximum amount of product (1.0 means a 100% yield; for example, 0.34 means a 34% yield). (1) The reactants are [C:1]([O:4][C@H:5]1[C@H:10]([N:11]=[C:12]=[S:13])[C@@H:9]([O:14][C:15](=[O:17])[CH3:16])[C@@H:8]([O:18][C:19](=[O:21])[CH3:20])[C@@H:7]([CH2:22][O:23][C:24](=[O:26])[CH3:25])[O:6]1)(=[O:3])[CH3:2].[CH2:27]([NH2:30])[C:28]#[CH:29]. The catalyst is C(Cl)Cl. The product is [C:1]([O:4][C@H:5]1[C@H:10]([NH:11][C:12]([NH:30][CH2:27][C:28]#[CH:29])=[S:13])[C@@H:9]([O:14][C:15](=[O:17])[CH3:16])[C@@H:8]([O:18][C:19](=[O:21])[CH3:20])[C@@H:7]([CH2:22][O:23][C:24](=[O:26])[CH3:25])[O:6]1)(=[O:3])[CH3:2]. The yield is 0.980. (2) The reactants are [Br:1][C:2]1[CH:3]=[C:4]([CH:7]=[CH:8][C:9]=1[S:10](=[O:15])(=[O:14])[N:11]([CH3:13])[CH3:12])[CH2:5]O.S(Cl)([Cl:18])=O. The catalyst is C(Cl)Cl.CCCCCC. The product is [Br:1][C:2]1[CH:3]=[C:4]([CH:7]=[CH:8][C:9]=1[S:10](=[O:15])(=[O:14])[N:11]([CH3:13])[CH3:12])[CH2:5][Cl:18]. The yield is 0.950. (3) The reactants are [CH3:1][C:2]1([CH3:43])[N:6]([CH2:7][CH2:8][CH2:9][CH2:10][CH2:11][CH2:12][CH2:13][CH2:14][CH2:15][S:16]([CH2:18][CH2:19][CH2:20][C:21]([F:27])([F:26])[C:22]([F:25])([F:24])[F:23])=[O:17])[C:5](=[O:28])[N:4]([C:29]2[CH:34]=[CH:33][C:32]([N+:35]([O-:37])=[O:36])=[C:31]([C:38](F)(F)F)[CH:30]=2)[C:3]1=[O:42].CC1(C)N(CCCCCCCCCSCCCC(F)(F)C(F)(F)F)C(=O)N(C2C=CC([N+]([O-])=O)=C(C)C=2)C1=O. No catalyst specified. The product is [CH3:1][C:2]1([CH3:43])[N:6]([CH2:7][CH2:8][CH2:9][CH2:10][CH2:11][CH2:12][CH2:13][CH2:14][CH2:15][S:16]([CH2:18][CH2:19][CH2:20][C:21]([F:26])([F:27])[C:22]([F:25])([F:23])[F:24])=[O:17])[C:5](=[O:28])[N:4]([C:29]2[CH:34]=[CH:33][C:32]([N+:35]([O-:37])=[O:36])=[C:31]([CH3:38])[CH:30]=2)[C:3]1=[O:42]. The yield is 0.500. (4) The reactants are [Cl:1][C:2]1[CH:7]=[CH:6][C:5]([CH2:8][CH:9]([CH3:15])[C:10](OCC)=[O:11])=[CH:4][CH:3]=1.[H-].[H-].[H-].[H-].[Li+].[Al+3]. The catalyst is C1COCC1. The product is [Cl:1][C:2]1[CH:3]=[CH:4][C:5]([CH2:8][CH:9]([CH3:15])[CH2:10][OH:11])=[CH:6][CH:7]=1. The yield is 0.960. (5) The reactants are C([O:5][C:6]([CH2:8][O:9][CH2:10][C@H:11]([NH:22][C:23](=[O:38])[C:24]1[CH:29]=[CH:28][C:27]([C:30]([N:32]2[CH2:36][CH2:35][CH2:34][CH2:33]2)=[O:31])=[C:26]([CH3:37])[CH:25]=1)[C:12]1[NH:16][C:15]2[CH:17]=[CH:18][C:19]([Cl:21])=[CH:20][C:14]=2[N:13]=1)=[O:7])(C)(C)C.FC(F)(F)C(O)=O.ClCl. The catalyst is ClCCl.CO. The product is [OH:7][C:6]([CH2:8][O:9][CH2:10][C@H:11]([NH:22][C:23](=[O:38])[C:24]1[CH:29]=[CH:28][C:27]([C:30]([N:32]2[CH2:33][CH2:34][CH2:35][CH2:36]2)=[O:31])=[C:26]([CH3:37])[CH:25]=1)[C:12]1[NH:16][C:15]2[CH:17]=[CH:18][C:19]([Cl:21])=[CH:20][C:14]=2[N:13]=1)=[O:5]. The yield is 0.900. (6) The reactants are [Cl:1][C:2]1[C:7]([C:8]2[C:9](=[O:21])[N:10]([CH2:19][CH3:20])[C:11]3[C:16]([CH:17]=2)=[CH:15][N:14]=[C:13](Cl)[CH:12]=3)=[CH:6][C:5]([NH:22][C:23]([NH:25][C:26]2[CH:31]=[CH:30][C:29]([F:32])=[C:28]([CH2:33][N:34]3[CH2:39][CH2:38][O:37][CH2:36][CH2:35]3)[CH:27]=2)=[O:24])=[C:4]([F:40])[CH:3]=1.C([O-])([O-])=O.[K+].[K+].[CH:47]([NH2:49])=[O:48].CCOC(C)=O. The catalyst is O1CCOCC1.CC(C1C=C(C(C)C)C(C2C(P(C3CCCCC3)C3CCCCC3)=C(OC)C=CC=2OC)=C(C(C)C)C=1)C.C1C=[C-]C(CCN)=CC=1.Cl[Pd+].CN(C=O)C. The product is [Cl:1][C:2]1[CH:3]=[C:4]([F:40])[C:5]([NH:22][C:23]([NH:25][C:26]2[CH:31]=[CH:30][C:29]([F:32])=[C:28]([CH2:33][N:34]3[CH2:39][CH2:38][O:37][CH2:36][CH2:35]3)[CH:27]=2)=[O:24])=[CH:6][C:7]=1[C:8]1[C:9](=[O:21])[N:10]([CH2:19][CH3:20])[C:11]2[C:16]([CH:17]=1)=[CH:15][N:14]=[C:13]([NH:49][CH:47]=[O:48])[CH:12]=2. The yield is 0.200. (7) The reactants are [OH:1][CH2:2][CH2:3][C@H:4]1[CH2:8][O:7][C:6]([CH3:10])([CH3:9])[N:5]1[C:11]([O:13][C:14]([CH3:17])([CH3:16])[CH3:15])=[O:12].[Cl:18][C:19]1[CH:24]=[CH:23][C:22](O)=[CH:21][CH:20]=1.C1(P(C2C=CC=CC=2)C2C=CC=CC=2)C=CC=CC=1.N(C(OCC)=O)=NC(OCC)=O.[OH-].[Na+]. The catalyst is C1COCC1.C(OCC)(=O)C. The product is [C:14]([O:13][C:11]([N:5]1[C@@H:4]([CH2:3][CH2:2][O:1][C:22]2[CH:23]=[CH:24][C:19]([Cl:18])=[CH:20][CH:21]=2)[CH2:8][O:7][C:6]1([CH3:10])[CH3:9])=[O:12])([CH3:17])([CH3:16])[CH3:15]. The yield is 0.760.